Predict the product of the given reaction. From a dataset of Forward reaction prediction with 1.9M reactions from USPTO patents (1976-2016). (1) Given the reactants [C:1]([N:4]1[CH:8](O)[CH2:7][CH:6]([C:10]2[CH:15]=[CH:14][CH:13]=[CH:12][CH:11]=2)[C:5]1([C:21]([O:23][CH2:24][CH3:25])=[O:22])[C:16]([O:18][CH2:19][CH3:20])=[O:17])(=[O:3])[CH3:2].C([SiH](CC)CC)C.FC(F)(F)C(O)=O, predict the reaction product. The product is: [C:1]([N:4]1[CH2:8][CH2:7][CH:6]([C:10]2[CH:15]=[CH:14][CH:13]=[CH:12][CH:11]=2)[C:5]1([C:21]([O:23][CH2:24][CH3:25])=[O:22])[C:16]([O:18][CH2:19][CH3:20])=[O:17])(=[O:3])[CH3:2]. (2) The product is: [CH2:39]([O:38][C:36]([C:28]1[CH:29]=[C:30]([C:2]2[CH:7]=[CH:6][C:5]([CH:8]([CH3:24])[C:9]([C:15]3[CH:16]=[CH:17][C:18](=[O:23])[N:19]([CH2:21][CH3:22])[CH:20]=3)([OH:14])[C:10]([F:13])([F:12])[F:11])=[C:4]([Cl:25])[CH:3]=2)[CH:31]=[CH:32][C:27]=1[F:26])=[O:37])[CH3:40]. Given the reactants Br[C:2]1[CH:7]=[CH:6][C:5]([CH:8]([CH3:24])[C:9]([C:15]2[CH:16]=[CH:17][C:18](=[O:23])[N:19]([CH2:21][CH3:22])[CH:20]=2)([OH:14])[C:10]([F:13])([F:12])[F:11])=[C:4]([Cl:25])[CH:3]=1.[F:26][C:27]1[CH:32]=[CH:31][C:30](B(O)O)=[CH:29][C:28]=1[C:36]([O:38][CH2:39][CH3:40])=[O:37], predict the reaction product. (3) Given the reactants Br[C:2]1[CH:3]=[N:4][C:5]2[N:6]([CH:8]=[C:9]([CH2:11][O:12][C:13]3[CH:18]=[CH:17][CH:16]=[CH:15][N:14]=3)[N:10]=2)[CH:7]=1.[C:19]([C:21]1[CH:26]=[CH:25][C:24](B(O)O)=[C:23]([O:30][CH3:31])[CH:22]=1)#[N:20], predict the reaction product. The product is: [CH3:31][O:30][C:23]1[CH:22]=[C:21]([CH:26]=[CH:25][C:24]=1[C:2]1[CH:3]=[N:4][C:5]2[N:6]([CH:8]=[C:9]([CH2:11][O:12][C:13]3[CH:18]=[CH:17][CH:16]=[CH:15][N:14]=3)[N:10]=2)[CH:7]=1)[C:19]#[N:20]. (4) Given the reactants [Cl:1][C:2]1[C:7]([C:8]2[N:9]=[C:10]([N:20]3[CH2:25][CH2:24][O:23][CH2:22][CH2:21]3)[S:11][C:12]=2[C:13]2[CH:18]=[CH:17][N:16]=[C:15](Cl)[N:14]=2)=[CH:6][CH:5]=[CH:4][C:3]=1[NH:26][S:27]([C:30]1[C:35]([F:36])=[CH:34][CH:33]=[CH:32][C:31]=1[F:37])(=[O:29])=[O:28].C([O-])=O.[NH4+], predict the reaction product. The product is: [Cl:1][C:2]1[C:7]([C:8]2[N:9]=[C:10]([N:20]3[CH2:21][CH2:22][O:23][CH2:24][CH2:25]3)[S:11][C:12]=2[C:13]2[CH:18]=[CH:17][N:16]=[CH:15][N:14]=2)=[CH:6][CH:5]=[CH:4][C:3]=1[NH:26][S:27]([C:30]1[C:35]([F:36])=[CH:34][CH:33]=[CH:32][C:31]=1[F:37])(=[O:29])=[O:28]. (5) Given the reactants C(OC([N:8]1[CH2:14][CH2:13][CH2:12][N:11]([C:15](=[S:17])[NH2:16])[CH2:10][CH2:9]1)=O)(C)(C)C.Br[CH2:19][C:20]([C:22]1[CH:31]=[CH:30][C:29]2[C:28]([CH3:33])([CH3:32])[CH2:27][CH2:26][C:25]([CH3:35])([CH3:34])[C:24]=2[CH:23]=1)=O, predict the reaction product. The product is: [CH3:32][C:28]1([CH3:33])[CH2:27][CH2:26][C:25]([CH3:34])([CH3:35])[C:24]2[CH:23]=[C:22]([C:20]3[N:16]=[C:15]([N:11]4[CH2:12][CH2:13][CH2:14][NH:8][CH2:9][CH2:10]4)[S:17][CH:19]=3)[CH:31]=[CH:30][C:29]1=2.